This data is from Reaction yield outcomes from USPTO patents with 853,638 reactions. The task is: Predict the reaction yield, written as a fraction of the theoretical maximum amount of product (1.0 means a 100% yield; for example, 0.34 means a 34% yield). (1) The reactants are [Br:1][C:2]1[C:3]([Cl:10])=[C:4]([Cl:9])[C:5]([NH2:8])=[N:6][CH:7]=1.C(CC(=O)C)(=O)C.O.[C:19]1(C)[CH:24]=[CH:23][C:22](S(O)(=O)=O)=[CH:21][CH:20]=1. The catalyst is C1(C)C=CC=CC=1. The product is [Br:1][C:2]1[C:3]([Cl:10])=[C:4]([Cl:9])[C:5]([N:8]2[C:21]([CH3:22])=[CH:20][CH:19]=[C:24]2[CH3:23])=[N:6][CH:7]=1. The yield is 0.550. (2) The reactants are C([O:8][C:9]1[CH:14]=[CH:13][C:12]([N:15]([C:20]2[C:39]([CH:40]3[CH2:42][CH2:41]3)=[CH:38][C:23]3[C:24]([C:34]([NH:36][CH3:37])=[O:35])=[C:25]([C:27]4[CH:32]=[CH:31][C:30]([F:33])=[CH:29][CH:28]=4)[O:26][C:22]=3[CH:21]=2)[S:16]([CH3:19])(=[O:18])=[O:17])=[CH:11][C:10]=1[Cl:43])C1C=CC=CC=1.B(Cl)(Cl)Cl.C(Cl)Cl. The catalyst is C(Cl)Cl.CCOC(C)=O. The product is [Cl:43][C:10]1[CH:11]=[C:12]([N:15]([C:20]2[C:39]([CH:40]3[CH2:42][CH2:41]3)=[CH:38][C:23]3[C:24]([C:34]([NH:36][CH3:37])=[O:35])=[C:25]([C:27]4[CH:28]=[CH:29][C:30]([F:33])=[CH:31][CH:32]=4)[O:26][C:22]=3[CH:21]=2)[S:16]([CH3:19])(=[O:18])=[O:17])[CH:13]=[CH:14][C:9]=1[OH:8]. The yield is 0.370. (3) The reactants are [O:1]=[C:2]1[N:6]([C:7]2[CH:12]=[CH:11][CH:10]=[CH:9][CH:8]=2)[CH2:5][C:4]2([CH2:17][CH2:16][N:15]([C:18]([NH:20][C:21]3[S:22][CH:23]=[C:24]([C:26]4[CH:31]=[CH:30][CH:29]=[CH:28][N:27]=4)[N:25]=3)=[O:19])[CH2:14][CH2:13]2)[O:3]1.[ClH:32].CCOCC. The catalyst is C(Cl)Cl. The product is [ClH:32].[O:1]=[C:2]1[N:6]([C:7]2[CH:12]=[CH:11][CH:10]=[CH:9][CH:8]=2)[CH2:5][C:4]2([CH2:17][CH2:16][N:15]([C:18]([NH:20][C:21]3[S:22][CH:23]=[C:24]([C:26]4[CH:31]=[CH:30][CH:29]=[CH:28][N:27]=4)[N:25]=3)=[O:19])[CH2:14][CH2:13]2)[O:3]1. The yield is 0.950.